From a dataset of Catalyst prediction with 721,799 reactions and 888 catalyst types from USPTO. Predict which catalyst facilitates the given reaction. (1) Product: [C:34]([O:33][CH2:32][C@H:10]1[CH2:9][C@@H:8]([O:7][C:1](=[O:6])[C:2]([CH3:5])([CH3:4])[CH3:3])[CH2:13][CH2:12][C@@:11]1([C@H:15]1[CH2:28][CH2:27][C@@:26]2([CH3:29])[C@@H:17]([CH2:18][C:19]3[C:20]2=[N:21][C:22]([Cl:25])=[CH:23][CH:24]=3)[C@@H:16]1[CH2:30][OH:31])[CH3:14])(=[O:39])[C:35]([CH3:38])([CH3:37])[CH3:36]. The catalyst class is: 436. Reactant: [C:1]([O:7][C@H:8]1[CH2:13][CH2:12][C@@:11]([C@H:15]2[CH2:28][CH2:27][C@@:26]3([CH3:29])[C@@H:17]([CH2:18][C:19]4[C:20]3=[N:21][C:22]([Cl:25])=[CH:23][CH:24]=4)[C@@H:16]2[CH2:30][OH:31])([CH3:14])[C@@H:10]([CH2:32][OH:33])[CH2:9]1)(=[O:6])[C:2]([CH3:5])([CH3:4])[CH3:3].[C:34](Cl)(=[O:39])[C:35]([CH3:38])([CH3:37])[CH3:36]. (2) The catalyst class is: 63. Product: [C:12]1([CH3:17])[CH:13]=[CH:14][CH:15]=[CH:16][C:11]=1[C:6]1[C:7]([NH2:8])=[CH:2][N:3]=[CH:4][N:5]=1. Reactant: Cl[C:2]1[C:7]([N+:8]([O-])=O)=[C:6]([C:11]2[CH:16]=[CH:15][CH:14]=[CH:13][C:12]=2[CH3:17])[N:5]=[CH:4][N:3]=1.[H][H].